Dataset: Catalyst prediction with 721,799 reactions and 888 catalyst types from USPTO. Task: Predict which catalyst facilitates the given reaction. (1) Reactant: [BrH:1].C(O)(=O)C.[F:6][C:7]1[CH:12]=[C:11]([F:13])[CH:10]=[CH:9][C:8]=1[C:14](=O)[CH2:15][S:16][C:17]#[N:18].O. Product: [Br:1][C:17]1[S:16][CH:15]=[C:14]([C:8]2[CH:9]=[CH:10][C:11]([F:13])=[CH:12][C:7]=2[F:6])[N:18]=1. The catalyst class is: 15. (2) Reactant: [Br:1][C:2]1[CH:3]=[CH:4][C:5]([OH:24])=[C:6]([C:8]2[CH:13]=[CH:12][CH:11]=[CH:10][C:9]=2[C:14]2[N:19]=[C:18]([C:20]([O:22][CH3:23])=[O:21])[CH:17]=[CH:16][CH:15]=2)[CH:7]=1.[CH3:25][CH:26]([CH2:29][CH3:30])[CH2:27]O.C1(P(C2C=CC=CC=2)C2C=CC=CC=2)C=CC=CC=1.N(C(OC(C)C)=O)=NC(OC(C)C)=O. Product: [Br:1][C:2]1[CH:3]=[CH:4][C:5]([O:24][CH2:25][CH:26]([CH3:27])[CH2:29][CH3:30])=[C:6]([C:8]2[CH:13]=[CH:12][CH:11]=[CH:10][C:9]=2[C:14]2[N:19]=[C:18]([C:20]([O:22][CH3:23])=[O:21])[CH:17]=[CH:16][CH:15]=2)[CH:7]=1. The catalyst class is: 7. (3) Reactant: [N:1]1[CH:6]=[CH:5][C:4]([C:7]([C:9]2[N:13]([C:14]([C:27]3[CH:32]=[CH:31][CH:30]=[CH:29][CH:28]=3)([C:21]3[CH:26]=[CH:25][CH:24]=[CH:23][CH:22]=3)[C:15]3[CH:20]=[CH:19][CH:18]=[CH:17][CH:16]=3)[CH:12]=[N:11][CH:10]=2)=[O:8])=[CH:3][CH:2]=1.C([Mg]Br)C1C=CC=CC=1. Product: [N:1]1[CH:6]=[CH:5][C:4]([CH:7]([C:9]2[N:13]([C:14]([C:21]3[CH:26]=[CH:25][CH:24]=[CH:23][CH:22]=3)([C:15]3[CH:16]=[CH:17][CH:18]=[CH:19][CH:20]=3)[C:27]3[CH:32]=[CH:31][CH:30]=[CH:29][CH:28]=3)[CH:12]=[N:11][CH:10]=2)[OH:8])=[CH:3][CH:2]=1. The catalyst class is: 4. (4) Reactant: [Na].[O:2]=[C:3]([N:17]1[CH2:22][CH2:21][N:20]2[C:23]([C:26]([F:29])([F:28])[F:27])=[N:24][N:25]=[C:19]2[CH2:18]1)[CH2:4][C:5](=[O:16])[CH2:6][C:7]1[CH:12]=[C:11]([F:13])[C:10]([F:14])=[CH:9][C:8]=1[F:15].[BH4-].[Na+].[NH4+].[Cl-]. Product: [OH:16][CH:5]([CH2:6][C:7]1[CH:12]=[C:11]([F:13])[C:10]([F:14])=[CH:9][C:8]=1[F:15])[CH2:4][C:3]([N:17]1[CH2:22][CH2:21][N:20]2[C:23]([C:26]([F:29])([F:28])[F:27])=[N:24][N:25]=[C:19]2[CH2:18]1)=[O:2]. The catalyst class is: 92. (5) Reactant: [C:1]1(=[O:7])[O:6][C:4](=[O:5])[CH:3]=[CH:2]1.[CH:8]1[C:13]([NH2:14])=[CH:12][CH:11]=[C:10]([NH2:15])[CH:9]=1. Product: [NH2:14][C:13]1[CH:8]=[CH:9][C:10]([NH:15][C:1](=[O:7])/[CH:2]=[CH:3]\[C:4]([OH:6])=[O:5])=[CH:11][CH:12]=1. The catalyst class is: 27. (6) Reactant: S(=O)(=O)(O)O.S([O-])([O-])(=O)=O.[Mg+2].[Cl:12][C:13]1[C:14]([C:20]([OH:22])=[O:21])=[N:15][C:16]([Cl:19])=[CH:17][CH:18]=1.[C:23](O)([CH3:26])([CH3:25])[CH3:24].C(=O)([O-])[O-].[Na+].[Na+]. Product: [Cl:12][C:13]1[C:14]([C:20]([O:22][C:23]([CH3:26])([CH3:25])[CH3:24])=[O:21])=[N:15][C:16]([Cl:19])=[CH:17][CH:18]=1. The catalyst class is: 4. (7) Reactant: [CH3:1][C@@H:2]1[CH2:7][NH:6][CH2:5][CH2:4][N:3]1[C:8]1[C:17]2[C:12](=[CH:13][CH:14]=[CH:15][CH:16]=2)[C:11]([C:18]2[CH:23]=[CH:22][CH:21]=[CH:20][CH:19]=2)=[N:10][N:9]=1.[O:24]=[C:25]1[CH2:30][CH2:29][CH:28]([C:31](O)=[O:32])[CH2:27][CH2:26]1.N1C2C(=NC=CC=2)N(O)N=1.Cl.C(N=C=NCCCN(C)C)C.C(=O)(O)[O-].[Na+]. Product: [CH3:1][C@@H:2]1[CH2:7][N:6]([C:31]([CH:28]2[CH2:29][CH2:30][C:25](=[O:24])[CH2:26][CH2:27]2)=[O:32])[CH2:5][CH2:4][N:3]1[C:8]1[C:17]2[C:12](=[CH:13][CH:14]=[CH:15][CH:16]=2)[C:11]([C:18]2[CH:23]=[CH:22][CH:21]=[CH:20][CH:19]=2)=[N:10][N:9]=1. The catalyst class is: 399. (8) Reactant: [CH3:1][C:2]1[O:6][N:5]=[C:4]([N:7]2[CH2:12][CH2:11][N:10](C(OC(C)(C)C)=O)[CH2:9][CH2:8]2)[N:3]=1.[ClH:20].O1CCOCC1. Product: [ClH:20].[CH3:1][C:2]1[O:6][N:5]=[C:4]([N:7]2[CH2:12][CH2:11][NH:10][CH2:9][CH2:8]2)[N:3]=1. The catalyst class is: 27. (9) Reactant: Cl[CH2:2][C:3]1[O:7][N:6]=[C:5]([CH:8]([CH3:10])[CH3:9])[N:4]=1.[OH:11][CH:12]1[CH2:16][CH2:15][NH:14][CH2:13]1.C([O-])([O-])=O.[K+].[K+]. Product: [OH:11][CH:12]1[CH2:16][CH2:15][N:14]([CH2:2][C:3]2[O:7][N:6]=[C:5]([CH:8]([CH3:10])[CH3:9])[N:4]=2)[CH2:13]1. The catalyst class is: 23. (10) Product: [CH3:1][O:2][C:3]([CH2:4][N:5]1[CH2:14][C:13]2[C:8](=[CH:9][CH:10]=[CH:11][CH:12]=2)[N:7]([CH2:29][C:30]([OH:32])=[O:31])[C:6]1=[O:15])=[O:16]. Reactant: [CH3:1][O:2][C:3](=[O:16])[CH2:4][N:5]1[CH2:14][C:13]2[C:8](=[CH:9][CH:10]=[CH:11][CH:12]=2)[NH:7][C:6]1=[O:15].C([O-])([O-])=O.[K+].[K+].CN(C=O)C.Br[CH2:29][C:30]([O:32]C(C)(C)C)=[O:31]. The catalyst class is: 6.